Dataset: Forward reaction prediction with 1.9M reactions from USPTO patents (1976-2016). Task: Predict the product of the given reaction. Given the reactants [Cl:1][C:2]1[CH:7]=[CH:6][C:5]([C:8]2[CH:13]=[CH:12][CH:11]=[C:10]([CH3:14])[CH:9]=2)=[CH:4][C:3]=1[C:15]([O:17][CH3:18])=[O:16].C1C(=O)N([Br:26])C(=O)C1.CC(N=NC(C#N)(C)C)(C#N)C, predict the reaction product. The product is: [Br:26][CH2:14][C:10]1[CH:9]=[C:8]([C:5]2[CH:6]=[CH:7][C:2]([Cl:1])=[C:3]([C:15]([O:17][CH3:18])=[O:16])[CH:4]=2)[CH:13]=[CH:12][CH:11]=1.